From a dataset of Full USPTO retrosynthesis dataset with 1.9M reactions from patents (1976-2016). Predict the reactants needed to synthesize the given product. Given the product [CH3:33][C:32]([CH3:35])([CH3:34])[C:31](/[N:7]=[C:5]1\[S:6][C:2]([CH3:1])=[CH:3][N:4]\1[C:8]1[CH:21]=[CH:20][C:11]2[O:12][C:13]([F:19])([F:18])[C:14]([F:16])([F:17])[O:15][C:10]=2[CH:9]=1)=[O:36], predict the reactants needed to synthesize it. The reactants are: [CH2:1]=[C:2]1[S:6][C:5](=[NH:7])[N:4]([C:8]2[CH:21]=[CH:20][C:11]3[O:12][C:13]([F:19])([F:18])[C:14]([F:17])([F:16])[O:15][C:10]=3[CH:9]=2)[CH2:3]1.CCN(C(C)C)C(C)C.[C:31](Cl)(=[O:36])[C:32]([CH3:35])([CH3:34])[CH3:33].